This data is from Reaction yield outcomes from USPTO patents with 853,638 reactions. The task is: Predict the reaction yield, written as a fraction of the theoretical maximum amount of product (1.0 means a 100% yield; for example, 0.34 means a 34% yield). The reactants are [N+:1]([C:4]1[CH:5]=[CH:6][CH:7]=[C:8]2[C:13]=1[O:12][C:11]([C:14]1[C:15]([C:20]([F:23])([F:22])[F:21])=[N:16][CH:17]=[CH:18][CH:19]=1)=[CH:10][C:9]2=[O:24])([O-])=O.[NH4+].[Cl-].CO. The catalyst is [Fe].CCOC(C)=O. The product is [NH2:1][C:4]1[CH:5]=[CH:6][CH:7]=[C:8]2[C:13]=1[O:12][C:11]([C:14]1[C:15]([C:20]([F:23])([F:22])[F:21])=[N:16][CH:17]=[CH:18][CH:19]=1)=[CH:10][C:9]2=[O:24]. The yield is 0.770.